The task is: Predict the reaction yield, written as a fraction of the theoretical maximum amount of product (1.0 means a 100% yield; for example, 0.34 means a 34% yield).. This data is from Reaction yield outcomes from USPTO patents with 853,638 reactions. (1) The yield is 0.820. The product is [Br:1][C:2]1[CH:3]=[C:4]([N:13]([CH:14]2[CH2:18][CH2:17][CH2:16][CH2:15]2)[CH3:19])[C:5]([CH3:12])=[C:6]([CH:11]=1)[C:7]([O:9][CH3:10])=[O:8]. The catalyst is C(#N)C. The reactants are [Br:1][C:2]1[CH:3]=[C:4]([NH:13][CH:14]2[CH2:18][CH2:17][CH2:16][CH2:15]2)[C:5]([CH3:12])=[C:6]([CH:11]=1)[C:7]([O:9][CH3:10])=[O:8].[C:19](=O)([O-])[O-].[Cs+].[Cs+].CI. (2) The reactants are [CH3:1][C:2]1[C:3]([C:20]2[CH:25]=[CH:24][CH:23]=[C:22]([C:26]([F:29])([F:28])[F:27])[CH:21]=2)=[N:4][C:5]2[C:10]([C:11]=1[C:12]([O:14][CH3:15])=[O:13])=[CH:9][C:8](SC)=[C:7]([O:18][CH3:19])[CH:6]=2.Cl[C:31]1C=C(C=CC=1)C(OO)=O.C([O-])(O)=O.[Na+].[O-:46][S:47]([O-:50])(=S)=O.[Na+].[Na+]. The catalyst is ClCCl. The product is [CH3:1][C:2]1[C:3]([C:20]2[CH:25]=[CH:24][CH:23]=[C:22]([C:26]([F:29])([F:28])[F:27])[CH:21]=2)=[N:4][C:5]2[C:10]([C:11]=1[C:12]([O:14][CH3:15])=[O:13])=[CH:9][C:8]([S:47]([CH3:31])(=[O:50])=[O:46])=[C:7]([O:18][CH3:19])[CH:6]=2. The yield is 0.710.